Regression. Given two drug SMILES strings and cell line genomic features, predict the synergy score measuring deviation from expected non-interaction effect. From a dataset of NCI-60 drug combinations with 297,098 pairs across 59 cell lines. (1) Drug 1: C1=CC(=CC=C1CCC2=CNC3=C2C(=O)NC(=N3)N)C(=O)NC(CCC(=O)O)C(=O)O. Drug 2: C1C(C(OC1N2C=C(C(=O)NC2=O)F)CO)O. Cell line: MDA-MB-231. Synergy scores: CSS=55.7, Synergy_ZIP=13.7, Synergy_Bliss=14.2, Synergy_Loewe=13.3, Synergy_HSA=18.2. (2) Drug 1: C1CCC(C1)C(CC#N)N2C=C(C=N2)C3=C4C=CNC4=NC=N3. Drug 2: CC12CCC3C(C1CCC2O)C(CC4=C3C=CC(=C4)O)CCCCCCCCCS(=O)CCCC(C(F)(F)F)(F)F. Cell line: TK-10. Synergy scores: CSS=7.73, Synergy_ZIP=-2.88, Synergy_Bliss=-3.12, Synergy_Loewe=-3.09, Synergy_HSA=-3.07. (3) Drug 1: CC1=C2C(C(=O)C3(C(CC4C(C3C(C(C2(C)C)(CC1OC(=O)C(C(C5=CC=CC=C5)NC(=O)OC(C)(C)C)O)O)OC(=O)C6=CC=CC=C6)(CO4)OC(=O)C)OC)C)OC. Drug 2: COC1=CC(=CC(=C1O)OC)C2C3C(COC3=O)C(C4=CC5=C(C=C24)OCO5)OC6C(C(C7C(O6)COC(O7)C8=CC=CS8)O)O. Cell line: T-47D. Synergy scores: CSS=37.9, Synergy_ZIP=-9.55, Synergy_Bliss=-12.4, Synergy_Loewe=-6.82, Synergy_HSA=-5.35.